Dataset: Full USPTO retrosynthesis dataset with 1.9M reactions from patents (1976-2016). Task: Predict the reactants needed to synthesize the given product. (1) Given the product [CH2:25]([O:19][C:13]1[C:12]([CH:20]=[O:21])=[C:11]2[C:16]([C:17](=[O:18])[C:8]([C:5]3[CH:4]=[CH:3][C:2]([Cl:1])=[CH:7][CH:6]=3)=[C:9]([CH:22]([CH3:24])[CH3:23])[O:10]2)=[CH:15][CH:14]=1)[C:26]1[CH:31]=[CH:30][CH:29]=[CH:28][CH:27]=1, predict the reactants needed to synthesize it. The reactants are: [Cl:1][C:2]1[CH:7]=[CH:6][C:5]([C:8]2[C:17](=[O:18])[C:16]3[C:11](=[C:12]([CH:20]=[O:21])[C:13]([OH:19])=[CH:14][CH:15]=3)[O:10][C:9]=2[CH:22]([CH3:24])[CH3:23])=[CH:4][CH:3]=1.[CH2:25](Br)[C:26]1[CH:31]=[CH:30][CH:29]=[CH:28][CH:27]=1.C([O-])([O-])=O.[K+].[K+]. (2) Given the product [CH2:22]([O:34][C@@H:30]1[C@@H:29]([O:35][CH2:22][C:23]2[CH:4]=[CH:5][CH:6]=[CH:25][CH:24]=2)[C@H:28]([O:36][CH2:22][C:23]2[CH:13]=[CH:12][CH:17]=[CH:25][CH:24]=2)[C@@H:27]([CH2:26][O:37][CH2:11][C:10]2[CH:9]=[CH:8][CH:7]=[CH:3][CH:2]=2)[O:33][C:31]1([C:8]1[CH:9]=[C:10]([CH2:11][C:12]2[CH:17]=[CH:16][C:15]([O:18][CH3:19])=[CH:14][CH:13]=2)[C:2]([Br:1])=[C:3]2[C:7]=1[CH2:6][CH2:5][CH2:4]2)[OH:32])[C:23]1[CH:16]=[CH:15][CH:14]=[CH:25][CH:24]=1, predict the reactants needed to synthesize it. The reactants are: [Br:1][C:2]1[C:10]([CH2:11][C:12]2[CH:17]=[CH:16][C:15]([O:18][CH3:19])=[CH:14][CH:13]=2)=[CH:9][C:8](Br)=[C:7]2[C:3]=1[CH2:4][CH2:5][CH2:6]2.[Li][CH2:22][CH2:23][CH2:24][CH3:25].[CH2:26]([OH:37])[C@H:27]1[O:33][C:31](=[O:32])[C@H:30]([OH:34])[C@@H:29]([OH:35])[C@@H:28]1[OH:36]. (3) The reactants are: [CH3:1][O:2][C:3]([C:5]1[C:6](=[O:17])[S:7][C:8]2[C:13]([C:14]=1[OH:15])=[CH:12][CH:11]=[C:10](Br)[CH:9]=2)=[O:4].[CH3:18][O:19][C:20]1[CH:25]=[CH:24][CH:23]=[CH:22][C:21]=1B(O)O. Given the product [CH3:1][O:2][C:3]([C:5]1[C:6](=[O:17])[S:7][C:8]2[C:13]([C:14]=1[OH:15])=[CH:12][CH:11]=[C:10]([C:21]1[CH:22]=[CH:23][CH:24]=[CH:25][C:20]=1[O:19][CH3:18])[CH:9]=2)=[O:4], predict the reactants needed to synthesize it. (4) Given the product [CH3:1][C:2]([NH:5][CH2:7][C:8]1[O:9][C:10]([CH3:13])=[N:11][N:12]=1)([CH3:4])[CH3:3], predict the reactants needed to synthesize it. The reactants are: [CH3:1][C:2]([NH2:5])([CH3:4])[CH3:3].Cl[CH2:7][C:8]1[O:9][C:10]([CH3:13])=[N:11][N:12]=1. (5) Given the product [Br:18][C:4]1[CH:5]=[C:6]2[C:10](=[C:2]([F:1])[CH:3]=1)[NH:9][C:8](=[O:11])[C:7]2([CH3:13])[CH3:12], predict the reactants needed to synthesize it. The reactants are: [F:1][C:2]1[CH:3]=[CH:4][CH:5]=[C:6]2[C:10]=1[NH:9][C:8](=[O:11])[C:7]2([CH3:13])[CH3:12].C(O)(=O)C.[Br:18]Br.S([O-])([O-])(=O)=S.[Na+].[Na+]. (6) Given the product [CH2:1]([C:8]1[N:9]=[N:10][C:11]2[C:16]([C:17]=1[Br:25])=[CH:15][CH:14]=[CH:13][C:12]=2[C:19]([F:22])([F:21])[F:20])[C:2]1[CH:7]=[CH:6][CH:5]=[CH:4][CH:3]=1, predict the reactants needed to synthesize it. The reactants are: [CH2:1]([C:8]1[N:9]=[N:10][C:11]2[C:16]([C:17]=1O)=[CH:15][CH:14]=[CH:13][C:12]=2[C:19]([F:22])([F:21])[F:20])[C:2]1[CH:7]=[CH:6][CH:5]=[CH:4][CH:3]=1.P(Br)(Br)([Br:25])=O.O.